This data is from CYP2D6 inhibition data for predicting drug metabolism from PubChem BioAssay. The task is: Regression/Classification. Given a drug SMILES string, predict its absorption, distribution, metabolism, or excretion properties. Task type varies by dataset: regression for continuous measurements (e.g., permeability, clearance, half-life) or binary classification for categorical outcomes (e.g., BBB penetration, CYP inhibition). Dataset: cyp2d6_veith. (1) The drug is CC(=O)Nc1c(C)nn(-c2ccc(C)c(C)c2)c1C. The result is 0 (non-inhibitor). (2) The compound is CC(=O)NCCNc1nc(-c2ccccc2C)nc2ccccc12. The result is 1 (inhibitor). (3) The result is 0 (non-inhibitor). The molecule is COc1ccc(-c2nc(CSCC(=O)NCC3CCCO3)c(C)o2)cc1OC. (4) The molecule is COc1ccc(S(=O)(=O)N2c3cc(C)ccc3OCC2C(C)(C)C)cc1. The result is 0 (non-inhibitor). (5) The compound is O=C1C(Cc2ccccc2)C(c2ccccc2)N1c1ccccc1. The result is 0 (non-inhibitor). (6) The drug is O=C(O)c1c2ccccc2cc2ccccc12. The result is 0 (non-inhibitor). (7) The compound is Cc1noc(C)c1-c1nccc(N2CCN(C)CC2)n1. The result is 0 (non-inhibitor). (8) The compound is Cc1c(Br)c([N+](=O)[O-])nn1C(C)C(=O)Nc1ccc2c(c1)OCO2. The result is 1 (inhibitor).